Dataset: Peptide-MHC class II binding affinity with 134,281 pairs from IEDB. Task: Regression. Given a peptide amino acid sequence and an MHC pseudo amino acid sequence, predict their binding affinity value. This is MHC class II binding data. (1) The peptide sequence is TKVIMGAVLIWVGIN. The MHC is DRB1_0701 with pseudo-sequence DRB1_0701. The binding affinity (normalized) is 0.146. (2) The peptide sequence is FKFDMGKLSDDVRIS. The MHC is DRB1_0101 with pseudo-sequence DRB1_0101. The binding affinity (normalized) is 0.425. (3) The peptide sequence is AYPSVLGQTIRNSRW. The MHC is DRB1_0802 with pseudo-sequence DRB1_0802. The binding affinity (normalized) is 0.387. (4) The peptide sequence is KNLTGLVSAGPKAKS. The binding affinity (normalized) is 0.0529. The MHC is DRB3_0101 with pseudo-sequence DRB3_0101. (5) The peptide sequence is EKKYFCATQFEPLAA. The MHC is HLA-DPA10201-DPB10501 with pseudo-sequence HLA-DPA10201-DPB10501. The binding affinity (normalized) is 0.692. (6) The peptide sequence is MKGVERLAVMGDTAW. The MHC is DRB1_0404 with pseudo-sequence DRB1_0404. The binding affinity (normalized) is 0.581. (7) The MHC is DRB1_0401 with pseudo-sequence DRB1_0401. The binding affinity (normalized) is 0.443. The peptide sequence is GELQIVDKIDAALKI. (8) The peptide sequence is VVMTSLALVGAALHP. The MHC is DRB1_0405 with pseudo-sequence DRB1_0405. The binding affinity (normalized) is 0.711. (9) The peptide sequence is HAPAAPANPGLI. The MHC is DRB1_0401 with pseudo-sequence DRB1_0401. The binding affinity (normalized) is 0.0432. (10) The peptide sequence is YLGPLSCKSCWQKFD. The MHC is H-2-IAd with pseudo-sequence H-2-IAd. The binding affinity (normalized) is 0.